Predict the product of the given reaction. From a dataset of Forward reaction prediction with 1.9M reactions from USPTO patents (1976-2016). (1) Given the reactants [CH:1]([C@@H:4]1[C:9](=[O:10])[NH:8][CH:7]=[CH:6][N:5]1[C:11]([O:13][CH2:14][C:15]1[CH:20]=[CH:19][CH:18]=[CH:17][CH:16]=1)=[O:12])([CH3:3])[CH3:2].[SiH](CC)(CC)CC.C(O)(C(F)(F)F)=O, predict the reaction product. The product is: [CH:1]([C@@H:4]1[C:9](=[O:10])[NH:8][CH2:7][CH2:6][N:5]1[C:11]([O:13][CH2:14][C:15]1[CH:16]=[CH:17][CH:18]=[CH:19][CH:20]=1)=[O:12])([CH3:3])[CH3:2]. (2) Given the reactants [CH3:1][C:2]1([CH3:16])[C:6]([CH3:8])([CH3:7])[O:5][B:4]([C:9]2[CH:14]=[CH:13][C:12]([NH2:15])=[CH:11][CH:10]=2)[O:3]1.CN(C=O)C.[H-].[Na+].I[CH2:25][CH3:26].[CH3:27][CH2:28]OC(C)=O, predict the reaction product. The product is: [CH2:27]([N:15]([CH2:25][CH3:26])[C:12]1[CH:13]=[CH:14][C:9]([B:4]2[O:3][C:2]([CH3:16])([CH3:1])[C:6]([CH3:7])([CH3:8])[O:5]2)=[CH:10][CH:11]=1)[CH3:28].